Predict the reaction yield, written as a fraction of the theoretical maximum amount of product (1.0 means a 100% yield; for example, 0.34 means a 34% yield). From a dataset of Reaction yield outcomes from USPTO patents with 853,638 reactions. (1) The reactants are [CH2:1]([O:3][C:4]([CH:6]1[CH2:10][CH2:9][CH:8]([OH:11])[CH2:7]1)=[O:5])[CH3:2].N1C(C)=CC=CC=1C.FC(F)(F)S(O[Si:26]([CH:33]([CH3:35])[CH3:34])([CH:30]([CH3:32])[CH3:31])[CH:27]([CH3:29])[CH3:28])(=O)=O. The catalyst is ClCCl. The product is [CH2:1]([O:3][C:4]([CH:6]1[CH2:10][CH2:9][CH:8]([O:11][Si:26]([CH:33]([CH3:35])[CH3:34])([CH:30]([CH3:32])[CH3:31])[CH:27]([CH3:29])[CH3:28])[CH2:7]1)=[O:5])[CH3:2]. The yield is 0.970. (2) The reactants are [CH2:1]([OH:7])[CH2:2][CH2:3][CH2:4][CH2:5][OH:6].[C:8](Cl)([C:21]1[CH:26]=[CH:25][CH:24]=[CH:23][CH:22]=1)([C:15]1[CH:20]=[CH:19][CH:18]=[CH:17][CH:16]=1)[C:9]1[CH:14]=[CH:13][CH:12]=[CH:11][CH:10]=1. No catalyst specified. The product is [C:8]([O:6][CH2:5][CH2:4][CH2:3][CH2:2][CH2:1][OH:7])([C:9]1[CH:14]=[CH:13][CH:12]=[CH:11][CH:10]=1)([C:21]1[CH:22]=[CH:23][CH:24]=[CH:25][CH:26]=1)[C:15]1[CH:16]=[CH:17][CH:18]=[CH:19][CH:20]=1. The yield is 0.240. (3) The reactants are [CH3:1][C:2]([C:4]1[CH:9]=[CH:8][CH:7]=[C:6]([Br:10])[CH:5]=1)=O.C(O)=O.C([NH2:16])=O. No catalyst specified. The product is [Br:10][C:6]1[CH:5]=[C:4]([CH:2]([NH2:16])[CH3:1])[CH:9]=[CH:8][CH:7]=1. The yield is 0.570.